From a dataset of Reaction yield outcomes from USPTO patents with 853,638 reactions. Predict the reaction yield, written as a fraction of the theoretical maximum amount of product (1.0 means a 100% yield; for example, 0.34 means a 34% yield). (1) The reactants are C(N(CC)CC)C.C(O[C@@H:12]1[C@H:18]2[C@H:19]3[C@H:28]([CH2:29][CH2:30][C@:15]2([CH2:16][CH3:17])[C:14](=[O:32])[CH2:13]1)[C:27]1[CH:26]=[CH:25][C:24]([OH:31])=[CH:23][C:22]=1[CH2:21][CH2:20]3)(=O)C.O. The catalyst is CCO. The product is [OH:31][C:24]1[CH:25]=[CH:26][C:27]2[C@@H:28]3[C@H:19]([C@H:18]4[C@@:15]([CH2:30][CH2:29]3)([CH2:16][CH3:17])[C:14](=[O:32])[CH:13]=[CH:12]4)[CH2:20][CH2:21][C:22]=2[CH:23]=1. The yield is 0.640. (2) The catalyst is C1COCC1. The product is [C:34]1([S:40]([NH:1][CH2:2][CH2:3][N:4]2[C:12]3[CH:11]=[CH:10][CH:9]=[CH:8][C:7]=3[C:6]3[CH2:13][CH2:14][N:15]([C:18]([O:20][C:21]([CH3:24])([CH3:23])[CH3:22])=[O:19])[CH2:16][CH2:17][C:5]2=3)(=[O:42])=[O:41])[CH:39]=[CH:38][CH:37]=[CH:36][CH:35]=1. The reactants are [NH2:1][CH2:2][CH2:3][N:4]1[C:12]2[CH:11]=[CH:10][CH:9]=[CH:8][C:7]=2[C:6]2[CH2:13][CH2:14][N:15]([C:18]([O:20][C:21]([CH3:24])([CH3:23])[CH3:22])=[O:19])[CH2:16][CH2:17][C:5]1=2.C(N(C(C)C)CC)(C)C.[C:34]1([S:40](Cl)(=[O:42])=[O:41])[CH:39]=[CH:38][CH:37]=[CH:36][CH:35]=1.C(O)(=O)CC(CC(O)=O)(C(O)=O)O. The yield is 0.750. (3) The product is [CH3:24][O:25][C:26](=[O:49])[CH:27]([NH:48][CH2:12][C:13]1[C:22]2[C:17](=[CH:18][CH:19]=[CH:20][CH:21]=2)[CH:16]=[CH:15][CH:14]=1)[CH2:28][C:29]1[C:30]([Cl:23])=[CH:31][C:32]([C:35]2[CH:40]=[CH:39][CH:38]=[CH:37][C:36]=2[O:41][C:42]2[CH:47]=[CH:46][CH:45]=[CH:44][CH:43]=2)=[CH:33][CH:34]=1. The yield is 0.756. The reactants are ClC1C=CC(N[CH2:12][C:13]2[C:22]3[C:17](=[CH:18][CH:19]=[CH:20][CH:21]=3)[CH:16]=[CH:15][CH:14]=2)=C(C=1)C(O)=O.[ClH:23].[CH3:24][O:25][C:26](=[O:49])[C@@H:27]([NH2:48])[CH2:28][C:29]1[CH:34]=[CH:33][C:32]([C:35]2[CH:40]=[CH:39][CH:38]=[CH:37][C:36]=2[O:41][C:42]2[CH:47]=[CH:46][CH:45]=[CH:44][CH:43]=2)=[CH:31][CH:30]=1. No catalyst specified.